From a dataset of Forward reaction prediction with 1.9M reactions from USPTO patents (1976-2016). Predict the product of the given reaction. (1) Given the reactants [C:1]1([CH:7]2[O:12]C(=O)NC[CH2:8]2)C=CC=CC=1.[CH:14]1[CH:15]=CN=[C:18]([C:20]2[CH:21]=[CH:22][CH:23]=[CH:24][N:25]=2)[CH:19]=1.[CH:26]1(B(O)O)CC1.[C:32]([O-:35])([O-])=[O:33].[Na+].[Na+], predict the reaction product. The product is: [OH:12][C:7]([CH3:1])([CH3:8])[CH2:26][C:22]1([C:21]2[CH:15]=[CH:14][CH:19]=[CH:18][CH:20]=2)[O:35][C:32](=[O:33])[NH:25][CH2:24][CH2:23]1. (2) Given the reactants [C:1]([C:5]1[CH:9]=[C:8]([NH:10][C:11](=[O:19])OC2C=CC=CC=2)[N:7]([C:20]2[CH:25]=[CH:24][CH:23]=[CH:22][CH:21]=2)[N:6]=1)([CH3:4])([CH3:3])[CH3:2].[CH3:26][O:27][C:28]1[CH:29]=[C:30]2[C:35](=[CH:36][C:37]=1[O:38][CH3:39])[N:34]=[CH:33][N:32]=[C:31]2[O:40][C:41]1[C:42]([F:48])=[C:43]([CH:45]=[CH:46][CH:47]=1)[NH2:44], predict the reaction product. The product is: [C:1]([C:5]1[CH:9]=[C:8]([NH:10][C:11]([NH:44][C:43]2[CH:45]=[CH:46][CH:47]=[C:41]([O:40][C:31]3[C:30]4[C:35](=[CH:36][C:37]([O:38][CH3:39])=[C:28]([O:27][CH3:26])[CH:29]=4)[N:34]=[CH:33][N:32]=3)[C:42]=2[F:48])=[O:19])[N:7]([C:20]2[CH:21]=[CH:22][CH:23]=[CH:24][CH:25]=2)[N:6]=1)([CH3:3])([CH3:2])[CH3:4]. (3) Given the reactants Br[C:2]1[N:7]=[N:6][C:5]([NH2:8])=[N:4][C:3]=1[C:9]1[CH:14]=[CH:13][CH:12]=[CH:11][CH:10]=1.[Br:15][C:16]1[CH:17]=[C:18](B(O)O)[CH:19]=[CH:20][CH:21]=1, predict the reaction product. The product is: [Br:15][C:16]1[CH:21]=[C:20]([C:2]2[N:7]=[N:6][C:5]([NH2:8])=[N:4][C:3]=2[C:9]2[CH:14]=[CH:13][CH:12]=[CH:11][CH:10]=2)[CH:19]=[CH:18][CH:17]=1. (4) Given the reactants Cl[C:2]1[N:3]=[C:4]([N:21]2[CH2:26][CH2:25][O:24][CH2:23][CH2:22]2)[C:5]2[S:10][C:9]([C:11]3[CH:12]=[C:13]([C:17]([OH:20])([CH3:19])[CH3:18])[CH:14]=[CH:15][CH:16]=3)=[CH:8][C:6]=2[N:7]=1.[NH2:27][C:28]1[N:33]=[CH:32][C:31](B2OC(C)(C)C(C)(C)O2)=[CH:30][N:29]=1, predict the reaction product. The product is: [NH2:27][C:28]1[N:33]=[CH:32][C:31]([C:2]2[N:3]=[C:4]([N:21]3[CH2:26][CH2:25][O:24][CH2:23][CH2:22]3)[C:5]3[S:10][C:9]([C:11]4[CH:12]=[C:13]([C:17]([OH:20])([CH3:19])[CH3:18])[CH:14]=[CH:15][CH:16]=4)=[CH:8][C:6]=3[N:7]=2)=[CH:30][N:29]=1. (5) Given the reactants [Br:1][C:2]1[CH:3]=[CH:4][C:5]([NH:8][C:9](=[O:20])[C:10]2[CH:15]=[CH:14][CH:13]=[C:12]([OH:16])[C:11]=2[N+:17]([O-])=O)=[N:6][CH:7]=1.[Cl-].[NH4+], predict the reaction product. The product is: [NH2:17][C:11]1[C:12]([OH:16])=[CH:13][CH:14]=[CH:15][C:10]=1[C:9]([NH:8][C:5]1[CH:4]=[CH:3][C:2]([Br:1])=[CH:7][N:6]=1)=[O:20]. (6) Given the reactants Cl[C:2]1[CH:10]=[C:9]([NH:11][C:12]2([C:15]3[CH:20]=[CH:19][CH:18]=[CH:17][CH:16]=3)[CH2:14][CH2:13]2)[C:5]([C:6]([NH2:8])=[O:7])=[CH:4][N:3]=1.[NH2:21][C:22]1[CH:23]=[C:24]([N:28]2[CH2:33][CH2:32][N:31](C(OC(C)(C)C)=O)[CH2:30][CH2:29]2)[CH:25]=[CH:26][CH:27]=1.C1C=CC(P(C2C(C3C(P(C4C=CC=CC=4)C4C=CC=CC=4)=CC=C4C=3C=CC=C4)=C3C(C=CC=C3)=CC=2)C2C=CC=CC=2)=CC=1.C([O-])([O-])=O.[Cs+].[Cs+].C(O)(C(F)(F)F)=O, predict the reaction product. The product is: [C:15]1([C:12]2([NH:11][C:9]3[C:5]([C:6]([NH2:8])=[O:7])=[CH:4][N:3]=[C:2]([NH:21][C:22]4[CH:27]=[CH:26][CH:25]=[C:24]([N:28]5[CH2:33][CH2:32][NH:31][CH2:30][CH2:29]5)[CH:23]=4)[CH:10]=3)[CH2:14][CH2:13]2)[CH:20]=[CH:19][CH:18]=[CH:17][CH:16]=1.